This data is from Full USPTO retrosynthesis dataset with 1.9M reactions from patents (1976-2016). The task is: Predict the reactants needed to synthesize the given product. (1) The reactants are: [NH2:1][C:2]1[S:6][N:5]=[C:4]([CH3:7])[C:3]=1[C:8]([NH:10][C:11]1[CH:16]=[CH:15][CH:14]=[CH:13][C:12]=1[CH2:17][CH3:18])=[O:9].I[C:20]1[CH:27]=[CH:26][C:23]([C:24]#[N:25])=[CH:22][N:21]=1.C(=O)([O-])[O-].[Cs+].[Cs+].CC1(C)C2C(=C(P(C3C=CC=CC=3)C3C=CC=CC=3)C=CC=2)OC2C(P(C3C=CC=CC=3)C3C=CC=CC=3)=CC=CC1=2. Given the product [C:24]([C:23]1[CH:26]=[CH:27][C:20]([NH:1][C:2]2[S:6][N:5]=[C:4]([CH3:7])[C:3]=2[C:8]([NH:10][C:11]2[CH:16]=[CH:15][CH:14]=[CH:13][C:12]=2[CH2:17][CH3:18])=[O:9])=[N:21][CH:22]=1)#[N:25], predict the reactants needed to synthesize it. (2) Given the product [Br:6][C:16]1[CH:17]=[C:10]([O:9][CH3:8])[C:11]([O:18][Si:19]([CH:23]([CH3:25])[CH3:24])([CH:20]([CH3:22])[CH3:21])[CH:26]([CH3:28])[CH3:27])=[CH:12][C:13]=1[CH:14]=[O:15], predict the reactants needed to synthesize it. The reactants are: C(=O)([O-])O.[Na+].[Br:6]Br.[CH3:8][O:9][C:10]1[CH:17]=[CH:16][C:13]([CH:14]=[O:15])=[CH:12][C:11]=1[O:18][Si:19]([CH:26]([CH3:28])[CH3:27])([CH:23]([CH3:25])[CH3:24])[CH:20]([CH3:22])[CH3:21].S([O-])([O-])=O.[Na+].[Na+]. (3) The reactants are: [Br:1][C:2]1[C:3]([NH:13][C:14](=[O:16])[CH3:15])=[C:4]([CH2:10][CH2:11][CH3:12])[C:5]([CH2:8]O)=[N:6][CH:7]=1.C(Br)(Br)(Br)Br.C1C=CC(P(C2C=CC=CC=2)C2C=CC=CC=2)=CC=1.[F:41][C:42]1[C:43]([C:48]2[NH:49][CH:50]=[CH:51][N:52]=2)=[N:44][CH:45]=[CH:46][CH:47]=1.C(=O)([O-])[O-].[Na+].[Na+]. Given the product [Br:1][C:2]1[C:3]([NH:13][C:14](=[O:16])[CH3:15])=[C:4]([CH2:10][CH2:11][CH3:12])[C:5]([CH2:8][N:49]2[CH:50]=[CH:51][N:52]=[C:48]2[C:43]2[C:42]([F:41])=[CH:47][CH:46]=[CH:45][N:44]=2)=[N:6][CH:7]=1, predict the reactants needed to synthesize it. (4) Given the product [Cl:8][C:9]1[CH:10]=[C:11]([CH:33]=[C:34]([F:36])[CH:35]=1)[CH2:12][C:13]1[S:14][C:15]2[C:21]([C:22]3[CH:23]=[C:24]([C:28]([OH:30])=[O:29])[CH:25]=[N:26][CH:27]=3)=[CH:20][CH:19]=[CH:18][C:16]=2[CH:17]=1, predict the reactants needed to synthesize it. The reactants are: [OH-].[Na+].C1COCC1.[Cl:8][C:9]1[CH:10]=[C:11]([CH:33]=[C:34]([F:36])[CH:35]=1)[CH2:12][C:13]1[S:14][C:15]2[C:21]([C:22]3[CH:23]=[C:24]([C:28]([O:30]CC)=[O:29])[CH:25]=[N:26][CH:27]=3)=[CH:20][CH:19]=[CH:18][C:16]=2[CH:17]=1.Cl.